The task is: Predict the reactants needed to synthesize the given product.. This data is from Full USPTO retrosynthesis dataset with 1.9M reactions from patents (1976-2016). (1) Given the product [Cl:7][C:8]1[CH:9]=[C:10]([CH2:15][C:16]([O:18][CH3:19])=[O:17])[CH:11]=[CH:12][C:13]=1[O:14][S:22]([C:21]([F:34])([F:33])[F:20])(=[O:24])=[O:23], predict the reactants needed to synthesize it. The reactants are: N1C=CC=CC=1.[Cl:7][C:8]1[CH:9]=[C:10]([CH2:15][C:16]([O:18][CH3:19])=[O:17])[CH:11]=[CH:12][C:13]=1[OH:14].[F:20][C:21]([F:34])([F:33])[S:22](O[S:22]([C:21]([F:34])([F:33])[F:20])(=[O:24])=[O:23])(=[O:24])=[O:23]. (2) Given the product [Cl:21][C:22]1[CH:23]=[C:24]([CH:43]=[CH:44][C:45]=1[Cl:46])[C:25]([NH:27][C@@H:28]1[C:37]2[C:32](=[CH:33][CH:34]=[C:35]([NH:8][C:6]([N:1]3[CH2:5][CH2:4][CH2:3][CH2:2]3)=[O:7])[CH:36]=2)[CH2:31][CH2:30][C@H:29]1[O:39][C:40](=[O:42])[CH3:41])=[O:26], predict the reactants needed to synthesize it. The reactants are: [N:1]1([C:6]([NH2:8])=[O:7])[CH2:5][CH2:4][CH2:3][CH2:2]1.O=P(Cl)(Cl)Cl.C(N(CC)CC)C.[Cl:21][C:22]1[CH:23]=[C:24]([CH:43]=[CH:44][C:45]=1[Cl:46])[C:25]([NH:27][C@@H:28]1[C:37]2[C:32](=[CH:33][CH:34]=[C:35](N)[CH:36]=2)[CH2:31][CH2:30][C@H:29]1[O:39][C:40](=[O:42])[CH3:41])=[O:26]. (3) Given the product [Br:1][C:2]1[CH:3]=[C:4]([C:8]2([C:26]3[CH:31]=[CH:30][N:29]=[C:28]([CH3:32])[CH:27]=3)[C:16]3[C:17](=[N:18][CH:19]=[C:20]([Cl:22])[CH:21]=3)[C:23]([NH2:24])=[N:9]2)[CH:5]=[CH:6][CH:7]=1, predict the reactants needed to synthesize it. The reactants are: [Br:1][C:2]1[CH:3]=[C:4]([C:8]([C:16]2[C:17]([C:23]#[N:24])=[N:18][CH:19]=[C:20]([Cl:22])[CH:21]=2)=[N:9]S(C(C)(C)C)=O)[CH:5]=[CH:6][CH:7]=1.Br[C:26]1[CH:31]=[CH:30][N:29]=[C:28]([CH3:32])[CH:27]=1.